This data is from Forward reaction prediction with 1.9M reactions from USPTO patents (1976-2016). The task is: Predict the product of the given reaction. (1) Given the reactants [Cl:1][C:2]1[CH:3]=[C:4]([CH:8]=[C:9]([OH:11])[CH:10]=1)[C:5]([OH:7])=[O:6].[OH-].[Na+].Cl[CH:15]([F:17])[F:16], predict the reaction product. The product is: [Cl:1][C:2]1[CH:3]=[C:4]([CH:8]=[C:9]([O:11][CH:15]([F:17])[F:16])[CH:10]=1)[C:5]([OH:7])=[O:6]. (2) The product is: [Br:14][CH:9]([C:6]1[CH:7]=[CH:8][C:3]([C:2]([F:13])([F:12])[F:1])=[CH:4][CH:5]=1)[CH2:11][OH:10]. Given the reactants [F:1][C:2]([F:13])([F:12])[C:3]1[CH:8]=[CH:7][C:6]([CH:9]2[CH2:11][O:10]2)=[CH:5][CH:4]=1.[BrH:14], predict the reaction product. (3) Given the reactants [Cl:1][C:2]1[CH:29]=[CH:28][CH:27]=[CH:26][C:3]=1[C:4]([NH:6][C:7]1[CH:12]=[CH:11][C:10]([C:13]([NH:15][CH:16]([C:20]2[CH:25]=[CH:24][CH:23]=[CH:22][CH:21]=2)[C:17](=O)[CH3:18])=[O:14])=[CH:9][CH:8]=1)=[O:5].P(Cl)(Cl)(Cl)=O.C(=O)(O)[O-].[Na+], predict the reaction product. The product is: [Cl:1][C:2]1[CH:29]=[CH:28][CH:27]=[CH:26][C:3]=1[C:4]([NH:6][C:7]1[CH:8]=[CH:9][C:10]([C:13]2[O:14][C:17]([CH3:18])=[C:16]([C:20]3[CH:25]=[CH:24][CH:23]=[CH:22][CH:21]=3)[N:15]=2)=[CH:11][CH:12]=1)=[O:5]. (4) The product is: [I:1][C:2]1[CH:7]=[CH:6][C:5]([O:8][CH2:10][CH2:11][OH:12])=[CH:4][CH:3]=1. Given the reactants [I:1][C:2]1[CH:7]=[CH:6][C:5]([OH:8])=[CH:4][CH:3]=1.Br[CH2:10][CH2:11][OH:12].C([O-])([O-])=O.[K+].[K+].O, predict the reaction product. (5) Given the reactants Cl.Cl.[CH2:3]1[NH:8][CH2:7][CH2:6][N:5]2[C:9]3[CH:15]=[N:14][C:13]([C:16]([O:18][CH3:19])=[O:17])=[CH:12][C:10]=3[CH2:11][CH:4]12.C(N(CC)CC)C.[Cl:27][C:28]1[CH:33]=[CH:32][C:31]([C:34]2[CH:39]=[CH:38][CH:37]=[CH:36][C:35]=2[CH2:40]Cl)=[CH:30][CH:29]=1.[I-].[Na+], predict the reaction product. The product is: [Cl:27][C:28]1[CH:29]=[CH:30][C:31]([C:34]2[CH:39]=[CH:38][CH:37]=[CH:36][C:35]=2[CH2:40][N:8]2[CH2:7][CH2:6][N:5]3[C:9]4[CH:15]=[N:14][C:13]([C:16]([O:18][CH3:19])=[O:17])=[CH:12][C:10]=4[CH2:11][CH:4]3[CH2:3]2)=[CH:32][CH:33]=1. (6) The product is: [Br:11][C:5]1[S:4][C:3]([CH2:7][CH:8]([NH2:10])[CH3:9])=[C:2]([Cl:1])[CH:6]=1. Given the reactants [Cl:1][C:2]1[CH:6]=[CH:5][S:4][C:3]=1[CH2:7][CH:8]([NH2:10])[CH3:9].[Br:11]Br.C(OC)(C)(C)C.[OH-].[Na+], predict the reaction product.